This data is from Full USPTO retrosynthesis dataset with 1.9M reactions from patents (1976-2016). The task is: Predict the reactants needed to synthesize the given product. (1) Given the product [F:40][C:3]1[CH:4]=[C:5]2[C:9](=[CH:10][C:2]=1[F:1])[N:8]([S:11]([C:14]1[CH:15]=[CH:16][CH:17]=[CH:18][CH:19]=1)(=[O:12])=[O:13])[CH:7]=[C:6]2[C:20]1[CH:21]=[N:22][N:23]([CH2:25][CH:26]2[CH2:27][CH2:28][N:29]([C:32]([O:34][C:35]([CH3:38])([CH3:37])[CH3:36])=[O:33])[CH2:30][CH2:31]2)[CH:24]=1, predict the reactants needed to synthesize it. The reactants are: [F:1][C:2]1[CH:10]=[C:9]2[C:5]([C:6]([C:20]3[CH:21]=[N:22][N:23]([CH2:25][CH:26]4[CH2:31][CH2:30][N:29]([C:32]([O:34][C:35]([CH3:38])([CH3:37])[CH3:36])=[O:33])[CH2:28][CH2:27]4)[CH:24]=3)=[CH:7][N:8]2[S:11]([C:14]2[CH:19]=[CH:18][CH:17]=[CH:16][CH:15]=2)(=[O:13])=[O:12])=[CH:4][CH:3]=1.Cl.[F:40]C1C=C2C(=CC=1F)N(S(C1C=CC=CC=1)(=O)=O)C=C2C1C=NNC=1. (2) The reactants are: [C:1](N1C=CN=C1)([N:3]1C=CN=C1)=[S:2].[C:13]([O:17][C:18](=[O:26])[N:19]([CH3:25])[CH:20]1[CH2:24][CH2:23][NH:22][CH2:21]1)([CH3:16])([CH3:15])[CH3:14]. Given the product [C:13]([O:17][C:18](=[O:26])[N:19]([CH3:25])[CH:20]1[CH2:24][CH2:23][N:22]([C:1](=[S:2])[NH2:3])[CH2:21]1)([CH3:16])([CH3:15])[CH3:14], predict the reactants needed to synthesize it.